From a dataset of Reaction yield outcomes from USPTO patents with 853,638 reactions. Predict the reaction yield, written as a fraction of the theoretical maximum amount of product (1.0 means a 100% yield; for example, 0.34 means a 34% yield). (1) The reactants are Br[CH2:2][C:3]([C:5]1[CH:10]=[CH:9][C:8]([I:11])=[CH:7][CH:6]=1)=O.[NH2:12][C:13]1[C:18]([CH3:19])=[CH:17][CH:16]=[CH:15][N:14]=1.C(=O)(O)[O-].[Na+]. The catalyst is C(O)(C)C. The product is [I:11][C:8]1[CH:9]=[CH:10][C:5]([C:3]2[N:12]=[C:13]3[C:18]([CH3:19])=[CH:17][CH:16]=[CH:15][N:14]3[CH:2]=2)=[CH:6][CH:7]=1. The yield is 0.710. (2) The reactants are [Br:1][C:2]1[CH:3]=[C:4]([C:8]#[C:9][C:10]2[CH:11]=[CH:12][C:13]3[O:17][CH2:16][CH2:15][C:14]=3[CH:18]=2)[CH:5]=[CH:6][CH:7]=1.[OH2:19].CS(C)=[O:22]. The catalyst is [Pd](Cl)Cl. The product is [Br:1][C:2]1[CH:3]=[C:4]([C:8](=[O:22])[C:9]([C:10]2[CH:11]=[CH:12][C:13]3[O:17][CH2:16][CH2:15][C:14]=3[CH:18]=2)=[O:19])[CH:5]=[CH:6][CH:7]=1. The yield is 0.740. (3) The reactants are [CH3:1][O:2][C:3]1[CH:4]=[C:5]2[C:10](=[CH:11][C:12]=1[O:13][CH2:14][CH2:15][N:16](C)[C:17](OC(C)(C)C)=O)[N:9]=[CH:8][N:7]=[C:6]2[O:25][C:26]1[CH:27]=[C:28]2[C:32](=[CH:33][CH:34]=1)[NH:31][C:30]([CH3:35])=[CH:29]2.C(O)(C(F)(F)F)=O. The catalyst is C(Cl)Cl. The product is [CH3:1][O:2][C:3]1[CH:4]=[C:5]2[C:10](=[CH:11][C:12]=1[O:13][CH2:14][CH2:15][NH:16][CH3:17])[N:9]=[CH:8][N:7]=[C:6]2[O:25][C:26]1[CH:27]=[C:28]2[C:32](=[CH:33][CH:34]=1)[NH:31][C:30]([CH3:35])=[CH:29]2. The yield is 0.820. (4) The product is [CH3:1][O:2][CH2:3][CH:4]([O:8][S:17]([CH3:16])(=[O:19])=[O:18])[CH2:5][O:6][CH3:7]. The yield is 0.590. The reactants are [CH3:1][O:2][CH2:3][CH:4]([OH:8])[CH2:5][O:6][CH3:7].C(N(CC)CC)C.[CH3:16][S:17](Cl)(=[O:19])=[O:18]. The catalyst is C(Cl)Cl. (5) The reactants are [Br:1][C:2]1[CH:3]=[C:4]([NH:10][C:11]2[CH:16]=[N:15][C:14]([N:17]3[CH2:22][CH2:21][NH:20][CH2:19][C@@H:18]3[CH3:23])=[CH:13][N:12]=2)[C:5](=[O:9])[N:6]([CH3:8])[CH:7]=1.[O:24]1[CH2:27][C:26](=O)[CH2:25]1.[BH3-]C#N.[Na+]. The catalyst is CO.[Cl-].[Zn+2].[Cl-]. The product is [Br:1][C:2]1[CH:3]=[C:4]([NH:10][C:11]2[CH:16]=[N:15][C:14]([N:17]3[CH2:22][CH2:21][N:20]([CH:26]4[CH2:27][O:24][CH2:25]4)[CH2:19][C@@H:18]3[CH3:23])=[CH:13][N:12]=2)[C:5](=[O:9])[N:6]([CH3:8])[CH:7]=1. The yield is 0.700. (6) The reactants are N(C(OCC)=O)=NC(OCC)=O.[OH:13][C:14]1[CH:23]=[C:22]2[C:17]([C:18]([O:24][C:25]3[CH:26]=[C:27]4[C:31](=[CH:32][CH:33]=3)[NH:30][C:29]([CH3:34])=[CH:28]4)=[N:19][CH:20]=[N:21]2)=[CH:16][C:15]=1[O:35][CH3:36].[CH2:37]([S:39]([CH2:42][CH2:43][CH2:44]O)(=[O:41])=[O:40])[CH3:38].C1(P(C2C=CC=CC=2)C2C=CC=CC=2)C=CC=CC=1. The catalyst is C(Cl)Cl. The product is [CH2:37]([S:39]([CH2:42][CH2:43][CH2:44][O:13][C:14]1[CH:23]=[C:22]2[C:17]([C:18]([O:24][C:25]3[CH:26]=[C:27]4[C:31](=[CH:32][CH:33]=3)[NH:30][C:29]([CH3:34])=[CH:28]4)=[N:19][CH:20]=[N:21]2)=[CH:16][C:15]=1[O:35][CH3:36])(=[O:41])=[O:40])[CH3:38]. The yield is 0.550. (7) The reactants are [F:1][C:2]1[CH:8]=[CH:7][C:5]([NH2:6])=[CH:4][C:3]=1[O:9]C.B(Br)(Br)Br. The catalyst is ClCCl. The product is [NH2:6][C:5]1[CH:7]=[CH:8][C:2]([F:1])=[C:3]([OH:9])[CH:4]=1. The yield is 0.930. (8) The reactants are [CH3:1][N:2]1[CH2:7][CH2:6][N:5]([C:8]2[C:13]([CH:14]=O)=[CH:12][CH:11]=[CH:10][N:9]=2)[CH2:4][CH2:3]1.[O:16]1[CH2:21][CH2:20][CH:19]([C:22]2[CH:27]=[CH:26][C:25]([N:28]3[CH2:33][CH2:32][O:31][CH2:30][C:29]3=[O:34])=[CH:24][CH:23]=2)[CH2:18][CH2:17]1.[H-].[Na+]. The catalyst is O1CCCC1. The product is [CH3:1][N:2]1[CH2:3][CH2:4][N:5]([C:8]2[C:13]([CH:14]=[C:30]3[O:31][CH2:32][CH2:33][N:28]([C:25]4[CH:24]=[CH:23][C:22]([CH:19]5[CH2:18][CH2:17][O:16][CH2:21][CH2:20]5)=[CH:27][CH:26]=4)[C:29]3=[O:34])=[CH:12][CH:11]=[CH:10][N:9]=2)[CH2:6][CH2:7]1. The yield is 0.560. (9) The reactants are [CH3:1][O:2][C:3]([C:5]1[O:9][C:8](Br)=[C:7]([Br:11])[CH:6]=1)=[O:4].[CH3:12][Zn]Cl. The catalyst is C1COCC1.Cl[Pd](Cl)([P](C1C=CC=CC=1)(C1C=CC=CC=1)C1C=CC=CC=1)[P](C1C=CC=CC=1)(C1C=CC=CC=1)C1C=CC=CC=1. The product is [CH3:1][O:2][C:3]([C:5]1[O:9][C:8]([CH3:12])=[C:7]([Br:11])[CH:6]=1)=[O:4]. The yield is 0.840.